This data is from Peptide-MHC class II binding affinity with 134,281 pairs from IEDB. The task is: Regression. Given a peptide amino acid sequence and an MHC pseudo amino acid sequence, predict their binding affinity value. This is MHC class II binding data. (1) The peptide sequence is IVQMAPVSAMVRMYI. The MHC is DRB5_0101 with pseudo-sequence DRB5_0101. The binding affinity (normalized) is 0.552. (2) The peptide sequence is HQQGRCRTCVYNMMG. The MHC is HLA-DQA10102-DQB10501 with pseudo-sequence HLA-DQA10102-DQB10501. The binding affinity (normalized) is 0.599. (3) The peptide sequence is IANIFTPLVQPVGAL. The MHC is DRB1_1101 with pseudo-sequence DRB1_1101. The binding affinity (normalized) is 0.751. (4) The peptide sequence is EICDFLRGATVHRILG. The MHC is DRB1_0401 with pseudo-sequence DRB1_0401. The binding affinity (normalized) is 0.426. (5) The peptide sequence is RNGYRALMDKSLHVGTQCALTRR. The MHC is DRB1_0404 with pseudo-sequence DRB1_0404. The binding affinity (normalized) is 0.219. (6) The peptide sequence is LEAWLTEHGCNRLKR. The MHC is DRB1_0301 with pseudo-sequence DRB1_0301. The binding affinity (normalized) is 0.571. (7) The peptide sequence is HNWVNHAVPLAMKLI. The MHC is DRB5_0101 with pseudo-sequence DRB5_0101. The binding affinity (normalized) is 0.540. (8) The peptide sequence is GELQIVDKIIAAFKI. The MHC is DRB1_0404 with pseudo-sequence DRB1_0404. The binding affinity (normalized) is 0.740. (9) The peptide sequence is VPTSWVPQGRTTWSI. The MHC is HLA-DQA10303-DQB10402 with pseudo-sequence HLA-DQA10303-DQB10402. The binding affinity (normalized) is 0.396. (10) The peptide sequence is QPSKGWNDWENVPFC. The MHC is HLA-DQA10201-DQB10301 with pseudo-sequence HLA-DQA10201-DQB10301. The binding affinity (normalized) is 0.